This data is from Peptide-MHC class I binding affinity with 185,985 pairs from IEDB/IMGT. The task is: Regression. Given a peptide amino acid sequence and an MHC pseudo amino acid sequence, predict their binding affinity value. This is MHC class I binding data. The peptide sequence is ASCDAIMTR. The MHC is HLA-A33:01 with pseudo-sequence HLA-A33:01. The binding affinity (normalized) is 0.591.